Task: Predict the product of the given reaction.. Dataset: Forward reaction prediction with 1.9M reactions from USPTO patents (1976-2016) Given the reactants [NH:1]([C:8]1[N:13]=[C:12]([CH2:14][N:15]2[C:20](=[O:21])[CH2:19][CH2:18][CH2:17][C:16]2=O)[CH:11]=[CH:10][N:9]=1)[C:2]1[CH:7]=[CH:6][CH:5]=[CH:4][CH:3]=1.[CH3:23][Mg]I, predict the reaction product. The product is: [NH:1]([C:8]1[N:13]=[C:12]([CH2:14][N:15]2[CH:16]([CH3:23])[CH2:17][CH2:18][CH2:19][C:20]2=[O:21])[CH:11]=[CH:10][N:9]=1)[C:2]1[CH:3]=[CH:4][CH:5]=[CH:6][CH:7]=1.